This data is from Forward reaction prediction with 1.9M reactions from USPTO patents (1976-2016). The task is: Predict the product of the given reaction. (1) Given the reactants C(OC([N:8]1[CH2:13][CH2:12][CH:11]([N:14]2[CH:18]=[C:17]([Br:19])[CH:16]=[N:15]2)[CH2:10][CH2:9]1)=O)(C)(C)C.[ClH:20], predict the reaction product. The product is: [ClH:20].[Br:19][C:17]1[CH:16]=[N:15][N:14]([CH:11]2[CH2:12][CH2:13][NH:8][CH2:9][CH2:10]2)[CH:18]=1. (2) Given the reactants [CH:1]1[C:6]([C:7]2[CH:12]=[CH:11][C:10]([NH2:13])=[CH:9][CH:8]=2)=[CH:5][CH:4]=[C:3]([NH2:14])[CH:2]=1.Cl.Cl.N([O-])=O.[Na+], predict the reaction product. The product is: [C:6]1([C:7]2[CH:12]=[CH:11][C:10]([NH2:13])=[CH:9][CH:8]=2)[CH:5]=[CH:4][C:3]([NH2:14])=[CH:2][CH:1]=1. (3) Given the reactants Cl[C:2]1[N:6]([C:7]2[CH:12]=[CH:11][CH:10]=[CH:9][CH:8]=2)[N:5]=[C:4]([CH3:13])[C:3]=1[N+:14]([O-:16])=[O:15].[CH3:17][C:18]1[CH2:23][C:21](=[O:22])[N:20]([C:24]2[CH:25]=[CH:26][CH:27]=[CH:28][CH:29]=2)[N:19]=1.C(=O)([O-])[O-].[K+].[K+], predict the reaction product. The product is: [CH3:13][C:4]1[C:3]([N+:14]([O-:16])=[O:15])=[C:2]([O:22][C:21]2[N:20]([C:24]3[CH:25]=[CH:26][CH:27]=[CH:28][CH:29]=3)[N:19]=[C:18]([CH3:17])[CH:23]=2)[N:6]([C:7]2[CH:12]=[CH:11][CH:10]=[CH:9][CH:8]=2)[N:5]=1. (4) Given the reactants [Cl:1][C:2]1[CH:3]=[C:4]2[C:9](=[CH:10][C:11]=1[Cl:12])[C:8](=[O:13])[N:7]([C@@H:14]([CH2:18][CH3:19])[C:15]([OH:17])=O)[CH:6]=[CH:5]2.ClC1C(Cl)=CC(C(O)=O)=C(C=O)C=1.[C:33]([O:37][C:38](=[O:56])[CH2:39][C@H:40]([NH2:55])[CH:41]([OH:54])[CH2:42][O:43][C:44]1[C:49]([F:50])=[C:48]([F:51])[CH:47]=[C:46]([F:52])[C:45]=1[F:53])([CH3:36])([CH3:35])[CH3:34], predict the reaction product. The product is: [C:33]([O:37][C:38](=[O:56])[CH2:39][C@H:40]([NH:55][C:15](=[O:17])[C@@H:14]([N:7]1[CH:6]=[CH:5][C:4]2[C:9](=[CH:10][C:11]([Cl:12])=[C:2]([Cl:1])[CH:3]=2)[C:8]1=[O:13])[CH2:18][CH3:19])[C:41](=[O:54])[CH2:42][O:43][C:44]1[C:49]([F:50])=[C:48]([F:51])[CH:47]=[C:46]([F:52])[C:45]=1[F:53])([CH3:36])([CH3:34])[CH3:35]. (5) Given the reactants [CH2:1]([C@H:3]1[C@@H:7]([CH2:8][OH:9])[CH2:6][C:5](=[CH:10][C:11]([O:13][CH2:14][CH3:15])=[O:12])[CH2:4]1)[CH3:2], predict the reaction product. The product is: [CH2:1]([C@H:3]1[C@@H:7]([CH2:8][OH:9])[CH2:6][C@H:5]([CH2:10][C:11]([O:13][CH2:14][CH3:15])=[O:12])[CH2:4]1)[CH3:2]. (6) Given the reactants [CH3:1][C:2]1[CH:3]=[C:4]([NH:8][C:9]([NH:11][C:12]2[CH:36]=[CH:35][C:15]([O:16][C:17]3[CH:22]=[CH:21][N:20]=[C:19]([C:23]4[NH:27][CH:26]=[C:25]([C:28]([NH:30][CH2:31][CH2:32][CH:33]=O)=[O:29])[CH:24]=4)[CH:18]=3)=[CH:14][CH:13]=2)=[O:10])[CH:5]=[CH:6][CH:7]=1.[OH:37][CH:38]1[CH2:43][CH2:42][NH:41][CH2:40][CH2:39]1.C(O)(=O)C.C([BH3-])#N.[Na+].C1COCC1, predict the reaction product. The product is: [OH:37][CH:38]1[CH2:43][CH2:42][N:41]([CH2:33][CH2:32][CH2:31][NH:30][C:28]([C:25]2[CH:24]=[C:23]([C:19]3[CH:18]=[C:17]([O:16][C:15]4[CH:14]=[CH:13][C:12]([NH:11][C:9]([NH:8][C:4]5[CH:5]=[CH:6][CH:7]=[C:2]([CH3:1])[CH:3]=5)=[O:10])=[CH:36][CH:35]=4)[CH:22]=[CH:21][N:20]=3)[NH:27][CH:26]=2)=[O:29])[CH2:40][CH2:39]1.